Dataset: Full USPTO retrosynthesis dataset with 1.9M reactions from patents (1976-2016). Task: Predict the reactants needed to synthesize the given product. (1) Given the product [OH:15][N:9]1[C:10](=[O:11])[CH:12]([O:13][CH3:5])[C:17]2[CH:18]=[CH:19][C:20]([O:25][CH3:23])=[CH:21][C:16]=2[O:22]1, predict the reactants needed to synthesize it. The reactants are: COC1C=CC2[N:9]([OH:15])[C:10]([CH:12](O)[O:13][C:5]=2C=1)=[O:11].[C:16]1([OH:22])[CH:21]=[CH:20][CH:19]=[CH:18][CH:17]=1.[CH2:23]([O:25]CC)C. (2) Given the product [CH2:1]([C:8]1[CH:9]=[CH:10][C:11]2[O:15][C:14]([C:16]3[CH:17]=[C:18]4[C:23](=[CH:24][CH:25]=3)[CH2:22][N:21]([CH2:26][CH2:27][C:28]([OH:30])=[O:29])[CH2:20][CH2:19]4)=[CH:13][C:12]=2[CH:35]=1)[C:2]1[CH:3]=[CH:4][CH:5]=[CH:6][CH:7]=1, predict the reactants needed to synthesize it. The reactants are: [CH2:1]([C:8]1[CH:9]=[CH:10][C:11]2[O:15][C:14]([C:16]3[CH:17]=[C:18]4[C:23](=[CH:24][CH:25]=3)[CH2:22][N:21]([CH2:26][CH2:27][C:28]([O:30]C(C)(C)C)=[O:29])[CH2:20][CH2:19]4)=[CH:13][C:12]=2[CH:35]=1)[C:2]1[CH:7]=[CH:6][CH:5]=[CH:4][CH:3]=1.C(O)(C(F)(F)F)=O.